This data is from Catalyst prediction with 721,799 reactions and 888 catalyst types from USPTO. The task is: Predict which catalyst facilitates the given reaction. (1) Reactant: [CH2:1]([O:3][C:4](=[O:13])[C:5]1[CH:10]=[CH:9][C:8]([OH:11])=[C:7]([OH:12])[CH:6]=1)[CH3:2].C(=O)([O-])[O-].[K+].[K+].[CH2:20](Br)[CH3:21]. Product: [CH2:1]([O:3][C:4](=[O:13])[C:5]1[CH:10]=[CH:9][C:8]([O:11][CH2:20][CH3:21])=[C:7]([OH:12])[CH:6]=1)[CH3:2]. The catalyst class is: 3. (2) Reactant: [CH:1]1([Mg]Br)[CH2:6][CH2:5][CH2:4][CH2:3][CH2:2]1.[Cl:9][C:10]1[N:18]=[C:17]2[C:13]([N:14]([CH2:31][C@H:32]3[CH2:37][CH2:36][C@H:35]([CH3:38])[CH2:34][CH2:33]3)[C:15]([N:19]3[CH2:24][CH2:23][O:22][CH2:21][C@H:20]3[C:25]3[CH:30]=[CH:29][CH:28]=[CH:27][CH:26]=3)=[N:16]2)=[C:12](Cl)[N:11]=1. Product: [Cl:9][C:10]1[N:18]=[C:17]2[C:13]([N:14]([CH2:31][C@H:32]3[CH2:37][CH2:36][C@H:35]([CH3:38])[CH2:34][CH2:33]3)[C:15]([N:19]3[CH2:24][CH2:23][O:22][CH2:21][C@H:20]3[C:25]3[CH:30]=[CH:29][CH:28]=[CH:27][CH:26]=3)=[N:16]2)=[C:12]([CH:1]2[CH2:6][CH2:5][CH2:4][CH2:3][CH2:2]2)[N:11]=1. The catalyst class is: 356. (3) Reactant: [Si]([O:8][CH2:9][C:10]1[N:11]=[C:12]([N:15]2[CH2:18][CH:17]([S:19][C:20]3[C@H:21]([CH3:44])[C@@H:22]4[C@@H:39]([C@H:40]([OH:42])[CH3:41])[C:38](=[O:43])[N:23]4[C:24]=3[C:25]([O:27][CH2:28][C:29]3[CH:34]=[CH:33][C:32]([N+:35]([O-:37])=[O:36])=[CH:31][CH:30]=3)=[O:26])[CH2:16]2)[S:13][CH:14]=1)(C(C)(C)C)(C)C.C(O)(=O)C.[F-].C([N+](CCCC)(CCCC)CCCC)CCC. Product: [OH:8][CH2:9][C:10]1[N:11]=[C:12]([N:15]2[CH2:16][CH:17]([S:19][C:20]3[C@H:21]([CH3:44])[C@@H:22]4[C@@H:39]([C@H:40]([OH:42])[CH3:41])[C:38](=[O:43])[N:23]4[C:24]=3[C:25]([O:27][CH2:28][C:29]3[CH:30]=[CH:31][C:32]([N+:35]([O-:37])=[O:36])=[CH:33][CH:34]=3)=[O:26])[CH2:18]2)[S:13][CH:14]=1. The catalyst class is: 7. (4) Reactant: [NH2:1][C:2]1[NH:3][C:4]2[CH:10]=[C:9]([Cl:11])[CH:8]=[CH:7][C:5]=2[N:6]=1.[Cl:12][C:13]1[CH:20]=[CH:19][C:16]([CH2:17]Cl)=[CH:15][CH:14]=1.C(=O)([O-])[O-].[K+].[K+].CN(C)C=O. Product: [Cl:11][C:9]1[CH:8]=[CH:7][C:5]2[N:6]([CH2:17][C:16]3[CH:19]=[CH:20][C:13]([Cl:12])=[CH:14][CH:15]=3)[C:2](=[NH:1])[N:3]([CH2:17][C:16]3[CH:19]=[CH:20][C:13]([Cl:12])=[CH:14][CH:15]=3)[C:4]=2[CH:10]=1. The catalyst class is: 6.